Dataset: Forward reaction prediction with 1.9M reactions from USPTO patents (1976-2016). Task: Predict the product of the given reaction. Given the reactants [CH3:1][C:2]1(Br)[CH2:4][CH2:3]1.[CH2:6]([NH:13][C:14](=[O:36])[N:15]([C:17]1[CH:18]=[C:19]([C:23]2[CH:28]=[CH:27][C:26]([CH2:29][CH2:30][C:31]([O:33][CH3:34])=[O:32])=[CH:25][C:24]=2[OH:35])[CH:20]=[CH:21][CH:22]=1)[CH3:16])[CH2:7][CH2:8][CH2:9][CH2:10][CH2:11][CH3:12].C(=O)([O-])[O-].[K+].[K+], predict the reaction product. The product is: [CH:4]1([CH2:3][O:35][C:24]2[CH:25]=[C:26]([CH2:29][CH2:30][C:31]([O:33][CH3:34])=[O:32])[CH:27]=[CH:28][C:23]=2[C:19]2[CH:20]=[CH:21][CH:22]=[C:17]([N:15]([CH3:16])[C:14]([NH:13][CH2:6][CH2:7][CH2:8][CH2:9][CH2:10][CH2:11][CH3:12])=[O:36])[CH:18]=2)[CH2:2][CH2:1]1.